The task is: Predict the reactants needed to synthesize the given product.. This data is from Full USPTO retrosynthesis dataset with 1.9M reactions from patents (1976-2016). (1) Given the product [CH2:15]([O:1][C:2]1[CH:3]=[CH:4][C:5](/[CH:6]=[CH:7]/[C:8]([O:10][CH3:11])=[O:9])=[CH:12][CH:13]=1)[CH2:16][CH2:17][CH2:18][CH2:19][CH3:20], predict the reactants needed to synthesize it. The reactants are: [OH:1][C:2]1[CH:13]=[CH:12][C:5](/[CH:6]=[CH:7]/[C:8]([O:10][CH3:11])=[O:9])=[CH:4][CH:3]=1.Br[CH2:15][CH2:16][CH2:17][CH2:18][CH2:19][CH3:20].C(=O)([O-])[O-].[K+].[K+]. (2) Given the product [CH2:18]([NH:20][C:11]([C:7]1[CH:6]=[C:5]([CH:10]=[CH:9][N:8]=1)[C:3]([O:2][CH3:1])=[O:4])=[O:13])[CH3:19], predict the reactants needed to synthesize it. The reactants are: [CH3:1][O:2][C:3]([C:5]1[CH:10]=[CH:9][N:8]=[C:7]([C:11]([OH:13])=O)[CH:6]=1)=[O:4].[Cl-].[Mg+2].[Cl-].Cl.[CH2:18]([NH2:20])[CH3:19].C(N(CC)CC)C. (3) The reactants are: [CH2:1]([O:4][C:5]1[CH:12]=[CH:11][C:8]([CH:9]=[O:10])=[CH:7][C:6]=1[N+:13]([O-:15])=[O:14])[CH:2]=[CH2:3].[BH4-].[Na+].Cl. Given the product [CH2:1]([O:4][C:5]1[CH:12]=[CH:11][C:8]([CH2:9][OH:10])=[CH:7][C:6]=1[N+:13]([O-:15])=[O:14])[CH:2]=[CH2:3], predict the reactants needed to synthesize it. (4) Given the product [F:1][C:2]1[CH:3]=[C:4]([CH:8]=[C:9]([N:11]([CH3:18])[C:12]2[CH:13]=[N:14][CH:15]=[N:16][CH:17]=2)[CH:10]=1)[C:5]([NH:25][C:22]1[S:23][CH:24]=[C:20]([CH3:19])[N:21]=1)=[O:7], predict the reactants needed to synthesize it. The reactants are: [F:1][C:2]1[CH:3]=[C:4]([CH:8]=[C:9]([N:11]([CH3:18])[C:12]2[CH:13]=[N:14][CH:15]=[N:16][CH:17]=2)[CH:10]=1)[C:5]([OH:7])=O.[CH3:19][C:20]1[N:21]=[C:22]([NH2:25])[S:23][CH:24]=1.F[P-](F)(F)(F)(F)F.N1(OC(N(C)C)=[N+](C)C)C2N=CC=CC=2N=N1.CCN(C(C)C)C(C)C. (5) Given the product [CH2:29]([N:8]1[C:9](=[O:26])[C:10]([CH2:11][C:12]2[CH:17]=[CH:16][C:15]([C:18]3[C:19]([C:24]#[N:25])=[CH:20][CH:21]=[CH:22][CH:23]=3)=[CH:14][CH:13]=2)=[C:5]([CH2:1][CH2:2][CH2:3][CH3:4])[N:6]=[C:7]1[CH2:27][CH3:28])[C:30]1[CH:35]=[CH:34][CH:33]=[CH:32][CH:31]=1, predict the reactants needed to synthesize it. The reactants are: [CH2:1]([C:5]1[N:6]=[C:7]([CH2:27][CH3:28])[NH:8][C:9](=[O:26])[C:10]=1[CH2:11][C:12]1[CH:17]=[CH:16][C:15]([C:18]2[C:19]([C:24]#[N:25])=[CH:20][CH:21]=[CH:22][CH:23]=2)=[CH:14][CH:13]=1)[CH2:2][CH2:3][CH3:4].[CH2:29](Br)[C:30]1[CH:35]=[CH:34][CH:33]=[CH:32][CH:31]=1.C(=O)([O-])[O-].[Cs+].[Cs+]. (6) Given the product [OH:1][CH:2]([CH2:11][C:12]1[CH:17]=[CH:16][CH:15]=[C:14]([O:18][C:19]2[CH:24]=[CH:23][CH:22]=[CH:21][CH:20]=2)[CH:13]=1)[CH2:3][CH2:4][CH:5]1[NH:9][C:8](=[O:10])[CH2:7][CH2:6]1, predict the reactants needed to synthesize it. The reactants are: [O:1]=[C:2]([CH2:11][C:12]1[CH:17]=[CH:16][CH:15]=[C:14]([O:18][C:19]2[CH:24]=[CH:23][CH:22]=[CH:21][CH:20]=2)[CH:13]=1)[CH2:3][CH2:4][CH:5]1[NH:9][C:8](=[O:10])[CH2:7][CH2:6]1.[BH4-].[Na+]. (7) Given the product [ClH:15].[CH3:17][N:11]1[CH2:12][CH2:13][NH:8][CH2:9][C:10]1=[O:14], predict the reactants needed to synthesize it. The reactants are: C(OC([N:8]1[CH2:13][CH2:12][NH:11][C:10](=[O:14])[CH2:9]1)=O)(C)(C)C.[ClH:15].O1CCOC[CH2:17]1.